This data is from Forward reaction prediction with 1.9M reactions from USPTO patents (1976-2016). The task is: Predict the product of the given reaction. (1) Given the reactants [F:1][C:2]1[CH:7]=[C:6]([CH3:8])[CH:5]=[C:4](I)[C:3]=1[CH:10]([OH:28])[C:11]([CH:13]1[CH2:18][CH2:17][CH:16]([CH:19]2[CH2:24][CH2:23][CH:22]([CH2:25][CH2:26][CH3:27])[CH2:21][CH2:20]2)[CH2:15][CH2:14]1)=[CH2:12].C(N(CC)CC)C.C1(P(C2C=CC=CC=2)C2C=CC=CC=2)C=CC=CC=1, predict the reaction product. The product is: [F:1][C:2]1[CH:7]=[C:6]([CH3:8])[CH:5]=[C:4]2[C:3]=1[C:10](=[O:28])[CH:11]([CH:13]1[CH2:18][CH2:17][CH:16]([CH:19]3[CH2:24][CH2:23][CH:22]([CH2:25][CH2:26][CH3:27])[CH2:21][CH2:20]3)[CH2:15][CH2:14]1)[CH2:12]2. (2) Given the reactants [F:1][C:2]1[CH:3]=[CH:4][C:5]([S:22](=[O:40])(=[O:39])[NH:23][C:24]2[CH:25]=[CH:26][C:27]3[C@H:28]4[CH2:38][C@H:29]4[CH2:30][O:31][C:32]=3[C:33]=2[C:34]([O:36][CH3:37])=[O:35])=[C:6]([CH:21]=1)[CH2:7][O:8][C@H:9]1[CH2:13][CH2:12][N:11](C(OC(C)(C)C)=O)[CH2:10]1.F[C:42](F)(F)[C:43](O)=O, predict the reaction product. The product is: [CH2:42]([C@H:7]([O:8][CH:9]1[CH2:13][CH2:12][NH:11][CH2:10]1)[C:6]1[CH:21]=[C:2]([F:1])[CH:3]=[CH:4][C:5]=1[S:22]([NH:23][C:24]1[C:33]([C:34]([O:36][CH3:37])=[O:35])=[C:32]2[C:27]([C@H:28]3[CH2:38][C@H:29]3[CH2:30][O:31]2)=[CH:26][CH:25]=1)(=[O:40])=[O:39])[CH3:43]. (3) Given the reactants [O:1]1[CH2:6][CH2:5][CH2:4][CH2:3][CH:2]1[N:7]1[C:15]2[C:10](=[CH:11][C:12](/[C:16](/[C:35]3[CH:42]=[CH:41][C:38]([CH:39]=[O:40])=[CH:37][CH:36]=3)=[C:17](/[C:20]3[CH:25]=[CH:24][C:23](B4OC(C)(C)C(C)(C)O4)=[CH:22][CH:21]=3)\[CH2:18][CH3:19])=[CH:13][CH:14]=2)[CH:9]=[N:8]1.I[C:44]1[CH:49]=[CH:48][CH:47]=[CH:46][N:45]=1.[OH-].[K+].C(Cl)Cl, predict the reaction product. The product is: [N:45]1[CH:46]=[CH:47][CH:48]=[CH:49][C:44]=1[C:23]1[CH:22]=[CH:21][C:20](/[C:17](/[CH2:18][CH3:19])=[C:16](\[C:35]2[CH:42]=[CH:41][C:38]([CH:39]=[O:40])=[CH:37][CH:36]=2)/[C:12]2[CH:11]=[C:10]3[C:15](=[CH:14][CH:13]=2)[N:7]([CH:2]2[CH2:3][CH2:4][CH2:5][CH2:6][O:1]2)[N:8]=[CH:9]3)=[CH:25][CH:24]=1. (4) Given the reactants [CH3:1][N:2]([C:6]1[CH:11]=[CH:10][CH:9]=[CH:8][CH:7]=1)[CH2:3][CH2:4][OH:5].C(N(CC)CC)C.[C:19](Cl)(=[O:22])[CH2:20][CH3:21], predict the reaction product. The product is: [C:19]([O:5][CH2:4][CH2:3][N:2]([CH3:1])[C:6]1[CH:11]=[CH:10][CH:9]=[CH:8][CH:7]=1)(=[O:22])[CH2:20][CH3:21].